This data is from Tyrosyl-DNA phosphodiesterase HTS with 341,365 compounds. The task is: Binary Classification. Given a drug SMILES string, predict its activity (active/inactive) in a high-throughput screening assay against a specified biological target. (1) The molecule is S(=O)(=O)(N1CCN(CC1)CC)c1ccc(S(=O)(=O)N(Cc2ccccc2)CC)cc1. The result is 0 (inactive). (2) The compound is s1c(c(c2c1ncnc2SCC(=O)Nc1scc(n1)c1cc(F)c(F)cc1)C)C. The result is 0 (inactive).